The task is: Predict the reaction yield, written as a fraction of the theoretical maximum amount of product (1.0 means a 100% yield; for example, 0.34 means a 34% yield).. This data is from Reaction yield outcomes from USPTO patents with 853,638 reactions. (1) The reactants are [CH2:1]([Zn]CC)C.ClCI.[OH:9][CH2:10][C:11](=[CH2:25])[CH2:12][CH2:13][N:14]1[C:22](=[O:23])[C:21]2[C:16](=[CH:17][CH:18]=[CH:19][CH:20]=2)[C:15]1=[O:24].[NH4+].[Cl-]. The catalyst is C(Cl)Cl. The product is [O:24]=[C:15]1[C:16]2[C:21](=[CH:20][CH:19]=[CH:18][CH:17]=2)[C:22](=[O:23])[N:14]1[CH2:13][CH2:12][C:11]1([CH2:10][OH:9])[CH2:1][CH2:25]1. The yield is 0.640. (2) The reactants are O=O.[CH3:3]C(C)([O-])C.[K+].[C:9]([O:15][CH2:16][CH3:17])(=[O:14])[CH2:10][C:11]([CH3:13])=[O:12].CI. The catalyst is C1COCC1.O. The product is [CH3:3][CH:10]([C:11](=[O:12])[CH3:13])[C:9]([O:15][CH2:16][CH3:17])=[O:14]. The yield is 0.700. (3) The product is [C:9]([C:1]1[CH:2]=[C:3]([CH3:8])[CH:4]=[CH:5][C:6]=1[OH:7])([C:12]1[CH:17]=[CH:16][CH:15]=[CH:14][CH:13]=1)([CH3:11])[CH3:10]. The reactants are [CH:1]1[C:6]([OH:7])=[CH:5][CH:4]=[C:3]([CH3:8])[CH:2]=1.[C:9](C1C=CC(O)=CC=1)([C:12]1[CH:17]=[CH:16][CH:15]=[CH:14][CH:13]=1)([CH3:11])[CH3:10]. The catalyst is C1(C)C=CC=CC=1. The yield is 0.440. (4) The reactants are O=P(Cl)(Cl)[Cl:3].C(N(CC)CC)C.[C:13]([O:17][C:18]([N:20]1[CH2:32][C:31]2[S:30][C:29]3[N:28]=[CH:27][NH:26][C:25](=O)[C:24]=3[C:23]=2[CH2:22][CH2:21]1)=[O:19])([CH3:16])([CH3:15])[CH3:14].C(=O)(O)[O-].[Na+]. The catalyst is O. The product is [C:13]([O:17][C:18]([N:20]1[CH2:32][C:31]2[S:30][C:29]3[N:28]=[CH:27][N:26]=[C:25]([Cl:3])[C:24]=3[C:23]=2[CH2:22][CH2:21]1)=[O:19])([CH3:16])([CH3:15])[CH3:14]. The yield is 0.250. (5) The yield is 0.270. The product is [CH2:16]([NH:20][C:21]([NH:11][C:9]1[S:10][C:6]2[CH:5]=[C:4]([O:3][C:2]([F:1])([F:14])[F:15])[CH:13]=[CH:12][C:7]=2[N:8]=1)=[S:22])[CH2:17][CH2:18][CH3:19]. The reactants are [F:1][C:2]([F:15])([F:14])[O:3][C:4]1[CH:13]=[CH:12][C:7]2[N:8]=[C:9]([NH2:11])[S:10][C:6]=2[CH:5]=1.[CH2:16]([N:20]=[C:21]=[S:22])[CH2:17][CH2:18][CH3:19]. No catalyst specified.